From a dataset of Drug-target binding data from BindingDB using IC50 measurements. Regression. Given a target protein amino acid sequence and a drug SMILES string, predict the binding affinity score between them. We predict pIC50 (pIC50 = -log10(IC50 in M); higher means more potent). Dataset: bindingdb_ic50. (1) The drug is COc1cc(-c2ccc(C)cc2)cc(C(C)C#Cc2c(C)nc(N)nc2N)c1. The target protein sequence is MSKVPVVGIVAALLPEMGIGFQGNLPWRLAKEMKYFREVTTLTNDNSKQNVVIMGRKTWESIPQKFRPLPKRINVVVSRSFDGELRKVEDGIYHSNSLRNCLTALQSSLANENKIERIYIIGGGEIYRQSMDLADHWLITKIMPLPETTIPQMDTFLQKQELEQRFYDNSDKLVDFLPSSIQLEGRLTSQEWNGELVKGLPVQEKGYQFYFTLYTKK. The pIC50 is 9.2. (2) The drug is C=C1C(CCCC)=C(C#N)C(=O)N1c1cc(Cl)ccc1C. The target protein (O18531) has sequence MMKRRWSNNGGFAALKMLEESSSEVTSSSNGLVLSSDINMSPSSLDSPVYGDQEMWLCNDSASYNNSHQHSVITSLQGCTSSLPAQTTIIPLSALPNSNNASLNNQNQNYQNGNSMNTNLSVNTNNSVGGGGGGGGVPGMTSLNGLGGGGGSQVNNHNHSHNHLHHNSNSNHSNSSSHHTNGHMGIGGGGGGLSVNINGPNIVSNAQQLNSLQASQNGQVIHANIGIHSIISNGLNHHHHHHMNNSSMMHHTPRSESANSISSGRDDLSPSSSLNGFSTSDASDVKKIKKGPAPRLQEELCLVCGDRASGYHYNALTCEGCKGFFRRSVTKNAVYCCKFGHACEMDMYMRRKCQECRLKKCLAVGMRPECVVPENQCAMKRREKKAQKEKDKIQTSVCATEIKKEILDLMTCEPPSHPTCPLLPEDILAKCQARNIPPLSYNQLAVIYKLIWYQDGYEQPSEEDLKRIMSSPDENESQHDASFRHITEITILTVQLIVEF.... The pIC50 is 4.9. (3) The small molecule is COc1cc([C@@H]2CC(c3ccccc3O)=NN2C(=S)Nc2ccc(C)cc2)ccc1O. The target protein sequence is MNSSFESLIEQYPLPIAEQLRHWAARYASRIAVVDAKGSLTYSALDAQVDELAAGLSSLGLRSGEHVIVQLPNDNAFVTLLFALLRLGVIPVLAMPSQRALDIDALIELAQPVAYVIHGENHAELARQMAHKHACLRHVLVAGETVSDDFTPLFSLHGERQAWPQPDVSATALLLLSGGTTGTPKLIPRRHADYSYNFSASAELCGISQQSVYLAVLPVAHNFPLACPGILGTLACGGKVVLTDSASCDEVMPLIAQERVTHVALVPALAQLWVQAREWEDSDLSSLRVIQAGGARLDPTLAEQVIATFDCTLQQVFGMAEGLLCFTRLDDPHATILHSQGRPLSPLDEIRIVDQDENDVAPGETGQLLTRGPYTISGYYRAPAHNAQAFTAQGFYRTGDNVRLDEVGNLHVEGRIKEQINRAGEKIAAAEVESALLRLAEVQDCAVVAAPDTLLGERICAFIIAQQVPTDYQQLRQQLTRMGLSAWKIPDQIEFLDHWP.... The pIC50 is 6.3. (4) The drug is COc1ccc(NC(=O)NCc2ccc3c(c2)OCO3)c(OC)c1. The target protein (P03206) has sequence MMDPNSTSEDVKFTPDPYQVPFVQAFDQATRVYQDLGGPSQAPLPCVLWPVLPEPLPQGQLTAYHVSTAPTGSWFSAPQPAPENAYQAYAAPQLFPVSDITQNQQTNQAGGEAPQPGDNSTVQTAAAVVFACPGANQGQQLADIGVPQPAPVAAPARRTRKPQQPESLEECDSELEIKRYKNRVASRKCRAKFKQLLQHYREVAAAKSSENDRLRLLLKQMCPSLDVDSIIPRTPDVLHEDLLNF. The pIC50 is 4.0. (5) The small molecule is C[C@@H](NC(=O)/C=C/c1ccc(O)cc1)C(=O)Nc1nnc(-c2ccc([N+](=O)[O-])cc2)s1. The target protein (P15145) has sequence MAKGFYISKALGILGILLGVAAVATIIALSVVYAQEKNKNAEHVPQAPTSPTITTTAAITLDQSKPWNRYRLPTTLLPDSYNVTLRPYLTPNADGLYIFKGKSIVRLLCQEPTDVIIIHSKKLNYTTQGHMVVLRGVGDSQVPEIDRTELVELTEYLVVHLKGSLQPGHMYEMESEFQGELADDLAGFYRSEYMEGNVKKVLATTQMQSTDARKSFPCFDEPAMKATFNITLIHPNNLTALSNMPPKGSSTPLAEDPNWSVTEFETTPVMSTYLLAYIVSEFQSVNETAQNGVLIRIWARPNAIAEGHGMYALNVTGPILNFFANHYNTSYPLPKSDQIALPDFNAGAMENWGLVTYRENALLFDPQSSSISNKERVVTVIAHELAHQWFGNLVTLAWWNDLWLNEGFASYVEYLGADHAEPTWNLKDLIVPGDVYRVMAVDALASSHPLTTPAEEVNTPAQISEMFDSISYSKGASVIRMLSNFLTEDLFKEGLASYLH.... The pIC50 is 4.3.